Dataset: Catalyst prediction with 721,799 reactions and 888 catalyst types from USPTO. Task: Predict which catalyst facilitates the given reaction. (1) Reactant: [CH2:1]([O:3][C:4](=[O:20])[CH2:5][O:6][CH2:7]/[CH:8]=[CH:9]\[CH2:10][N:11]1[C:16](=[O:17])[CH2:15][CH2:14][CH2:13][C@@H:12]1[CH2:18][OH:19])[CH3:2].[H][H]. Product: [CH2:1]([O:3][C:4](=[O:20])[CH2:5][O:6][CH2:7][CH2:8][CH2:9][CH2:10][N:11]1[C:16](=[O:17])[CH2:15][CH2:14][CH2:13][C@@H:12]1[CH2:18][OH:19])[CH3:2]. The catalyst class is: 256. (2) Reactant: C(=O)C.Cl.CNO.[C:8]1([CH:14]=[N+:15]([CH3:17])[O-:16])C=CC=CC=1.[CH3:18][CH:19]=[N+:20]([CH3:22])[O-:21].[CH2:23]([N:26]1[C:38]2[C:37]3[CH:36]=[CH:35][CH:34]=[CH:33][C:32]=3[N:31]=[C:30]([NH2:39])[C:29]=2[N:28]=[C:27]1[CH2:40][O:41][CH2:42][CH3:43])[CH:24]=[CH2:25]. Product: [CH3:8][CH:14]=[N+:15]([CH3:17])[O-:16].[CH3:22][N:20]1[CH:19]([CH3:18])[CH2:25][CH:24]([CH2:23][N:26]2[C:38]3[C:37]4[CH:36]=[CH:35][CH:34]=[CH:33][C:32]=4[N:31]=[C:30]([NH2:39])[C:29]=3[N:28]=[C:27]2[CH2:40][O:41][CH2:42][CH3:43])[O:21]1. The catalyst class is: 11. (3) Reactant: [N-:1]=[N+:2]=[N-:3].[Na+].[Cl-].[NH4+].[C:7]([C:9]1[CH:14]=[CH:13][C:12]([C:15]2[CH:20]=[CH:19][CH:18]=[CH:17][CH:16]=2)=[CH:11][C:10]=1[NH:21][C:22]([C:24]1[CH:25]=[N:26][CH:27]=[C:28]([C:30]2[CH:35]=[CH:34][CH:33]=[CH:32][CH:31]=2)[CH:29]=1)=[O:23])#[N:8].Cl. Product: [C:30]1([C:28]2[CH:29]=[C:24]([C:22]([NH:21][C:10]3[CH:11]=[C:12]([C:15]4[CH:20]=[CH:19][CH:18]=[CH:17][CH:16]=4)[CH:13]=[CH:14][C:9]=3[C:7]3[NH:8][N:3]=[N:2][N:1]=3)=[O:23])[CH:25]=[N:26][CH:27]=2)[CH:35]=[CH:34][CH:33]=[CH:32][CH:31]=1. The catalyst class is: 434. (4) Reactant: [C:1]([NH:4][C:5]1[CH:6]=[N:7][CH:8]=[CH:9][C:10]=1[CH3:11])(=[O:3])[CH3:2].[N:12](OC(C)(C)C)=O.C(OC(=O)C)(=O)C.C([O-])(=O)C.[K+]. Product: [N:4]1([C:1](=[O:3])[CH3:2])[C:5]2=[CH:6][N:7]=[CH:8][CH:9]=[C:10]2[CH:11]=[N:12]1. The catalyst class is: 133.